This data is from Reaction yield outcomes from USPTO patents with 853,638 reactions. The task is: Predict the reaction yield, written as a fraction of the theoretical maximum amount of product (1.0 means a 100% yield; for example, 0.34 means a 34% yield). The reactants are C(OC([N:8]1[CH2:12][CH:11]([C:13]#[N:14])[CH2:10][CH:9]1[C:15]1[NH:16][C:17]([C:20]2[CH:29]=[CH:28][C:27]3[C:22](=[CH:23][CH:24]=[C:25]([C:30]4[CH:35]=[CH:34][C:33]([C:36]5[NH:37][C:38]([CH:41]6[CH2:47][C:44]7([CH2:46][CH2:45]7)[CH2:43][N:42]6[C:48](=[O:58])[CH:49]([NH:53][C:54]([O:56][CH3:57])=[O:55])[CH:50]([CH3:52])[CH3:51])=[N:39][CH:40]=5)=[CH:32][CH:31]=4)[CH:26]=3)[CH:21]=2)=[CH:18][N:19]=1)=O)(C)(C)C.[ClH:59].O1CCOCC1. The catalyst is C(Cl)Cl. The product is [ClH:59].[ClH:59].[ClH:59].[CH3:57][O:56][C:54](=[O:55])[NH:53][CH:49]([C:48]([N:42]1[CH:41]([C:38]2[NH:37][C:36]([C:33]3[CH:32]=[CH:31][C:30]([C:25]4[CH:24]=[CH:23][C:22]5[C:27](=[CH:28][CH:29]=[C:20]([C:17]6[NH:16][C:15]([CH:9]7[CH2:10][CH:11]([C:13]#[N:14])[CH2:12][NH:8]7)=[N:19][CH:18]=6)[CH:21]=5)[CH:26]=4)=[CH:35][CH:34]=3)=[CH:40][N:39]=2)[CH2:47][C:44]2([CH2:45][CH2:46]2)[CH2:43]1)=[O:58])[CH:50]([CH3:52])[CH3:51]. The yield is 0.920.